From a dataset of Reaction yield outcomes from USPTO patents with 853,638 reactions. Predict the reaction yield, written as a fraction of the theoretical maximum amount of product (1.0 means a 100% yield; for example, 0.34 means a 34% yield). (1) The reactants are [Cl:1][C:2]1[CH:7]=[CH:6][C:5]([N:8]2[C:13](=[O:14])[C:12]3[C:15]([S:24]([CH3:27])(=[O:26])=[O:25])=[N:16][N:17]([C:18]4[CH:23]=[CH:22][CH:21]=[CH:20][CH:19]=4)[C:11]=3[N:10]=[C:9]2[C:28]2[CH:33]=[CH:32][C:31]([C:34]3[CH:39]=[CH:38][N:37]=[C:36](Cl)[N:35]=3)=[CH:30][CH:29]=2)=[CH:4][CH:3]=1.[O:41]([C:43]1[CH:50]=[CH:49][C:46]([CH2:47][NH2:48])=[CH:45][CH:44]=1)[CH3:42]. The catalyst is CCO. The product is [Cl:1][C:2]1[CH:3]=[CH:4][C:5]([N:8]2[C:13](=[O:14])[C:12]3[C:15]([S:24]([CH3:27])(=[O:26])=[O:25])=[N:16][N:17]([C:18]4[CH:23]=[CH:22][CH:21]=[CH:20][CH:19]=4)[C:11]=3[N:10]=[C:9]2[C:28]2[CH:33]=[CH:32][C:31]([C:34]3[CH:39]=[CH:38][N:37]=[C:36]([NH:48][CH2:47][C:46]4[CH:49]=[CH:50][C:43]([O:41][CH3:42])=[CH:44][CH:45]=4)[N:35]=3)=[CH:30][CH:29]=2)=[CH:6][CH:7]=1. The yield is 0.800. (2) The reactants are [C:1](=[O:13])([O:11][CH3:12])[O:2][C:3]1[CH:8]=[CH:7][C:6]([Br:9])=[CH:5][C:4]=1[CH3:10].OS(O)(=O)=O.[N+:19]([O-])([O-:21])=[O:20].[K+]. No catalyst specified. The product is [C:1](=[O:13])([O:11][CH3:12])[O:2][C:3]1[CH:8]=[C:7]([N+:19]([O-:21])=[O:20])[C:6]([Br:9])=[CH:5][C:4]=1[CH3:10]. The yield is 0.710.